Dataset: CYP2C19 inhibition data for predicting drug metabolism from PubChem BioAssay. Task: Regression/Classification. Given a drug SMILES string, predict its absorption, distribution, metabolism, or excretion properties. Task type varies by dataset: regression for continuous measurements (e.g., permeability, clearance, half-life) or binary classification for categorical outcomes (e.g., BBB penetration, CYP inhibition). Dataset: cyp2c19_veith. (1) The drug is NCCNC(=O)c1ncsc1-c1cccc(F)c1. The result is 0 (non-inhibitor). (2) The compound is Cc1ccccc1CSc1nsc(N)n1. The result is 1 (inhibitor). (3) The result is 0 (non-inhibitor). The molecule is CC(=O)N1CCN(Cc2nc3cc(NC(=O)c4ccccc4)ccc3n2C)CC1. (4) The compound is CCc1ccc(N/C(SCc2ccccc2C)=C(/C#N)C(=O)NCc2ccco2)cc1. The result is 1 (inhibitor).